Dataset: NCI-60 drug combinations with 297,098 pairs across 59 cell lines. Task: Regression. Given two drug SMILES strings and cell line genomic features, predict the synergy score measuring deviation from expected non-interaction effect. Drug 1: C1CN1C2=NC(=NC(=N2)N3CC3)N4CC4. Drug 2: CC1=CC2C(CCC3(C2CCC3(C(=O)C)OC(=O)C)C)C4(C1=CC(=O)CC4)C. Cell line: COLO 205. Synergy scores: CSS=39.2, Synergy_ZIP=-2.07, Synergy_Bliss=1.82, Synergy_Loewe=-7.77, Synergy_HSA=2.72.